Task: Predict the product of the given reaction.. Dataset: Forward reaction prediction with 1.9M reactions from USPTO patents (1976-2016) (1) Given the reactants [N:1]1([CH2:7][CH2:8][CH2:9][O:10][C:11]2[CH:12]=[C:13]([NH:17][C:18]([C:20]34CC5C[CH:26]([CH2:28][CH:22](C5)[CH2:21]3)[CH2:27]4)=[O:19])[CH:14]=[CH:15][CH:16]=2)[CH2:6][CH2:5][O:4][CH2:3][CH2:2]1.C(N(CC)CC)C.[F:37][C:38]([F:49])([F:48])C1C=CC(C(Cl)=O)=CC=1.CO.C(Cl)Cl, predict the reaction product. The product is: [N:1]1([CH2:7][CH2:8][CH2:9][O:10][C:11]2[CH:12]=[C:13]([NH:17][C:18](=[O:19])[C:20]3[CH:21]=[CH:22][C:28]([C:38]([F:49])([F:48])[F:37])=[CH:26][CH:27]=3)[CH:14]=[CH:15][CH:16]=2)[CH2:2][CH2:3][O:4][CH2:5][CH2:6]1. (2) Given the reactants CO.[OH:3][CH2:4][CH:5]1[CH2:10][CH2:9][N:8]([CH2:11][CH2:12][O:13][C:14]2[CH:19]=[CH:18][C:17]([OH:20])=[CH:16][CH:15]=2)[CH2:7][CH2:6]1.Cl[C:22]1[O:23][C:24]2[CH:30]=[CH:29][CH:28]=[CH:27][C:25]=2[N:26]=1.C([O-])([O-])=O.[Cs+].[Cs+], predict the reaction product. The product is: [O:23]1[C:24]2[CH:30]=[CH:29][CH:28]=[CH:27][C:25]=2[N:26]=[C:22]1[O:20][C:17]1[CH:18]=[CH:19][C:14]([O:13][CH2:12][CH2:11][N:8]2[CH2:7][CH2:6][CH:5]([CH2:4][OH:3])[CH2:10][CH2:9]2)=[CH:15][CH:16]=1. (3) Given the reactants [C:1]([O:5][C:6](=[O:18])[CH2:7][N:8]1[C:16]2[C:11](=[CH:12][CH:13]=[C:14]([OH:17])[CH:15]=2)[CH:10]=[CH:9]1)([CH3:4])([CH3:3])[CH3:2].[CH3:19][C:20]1[N:21]=[C:22]([C:28]2[CH:33]=[CH:32][C:31]([C:34]([F:37])([F:36])[F:35])=[CH:30][CH:29]=2)[S:23][C:24]=1[CH2:25][CH2:26]O.C1(P(C2C=CC=CC=2)C2C=CC=CC=2)C=CC=CC=1.N(C(OC(C)(C)C)=O)=NC(OC(C)(C)C)=O, predict the reaction product. The product is: [C:1]([O:5][C:6](=[O:18])[CH2:7][N:8]1[C:16]2[C:11](=[CH:12][CH:13]=[C:14]([O:17][CH2:26][CH2:25][C:24]3[S:23][C:22]([C:28]4[CH:29]=[CH:30][C:31]([C:34]([F:37])([F:35])[F:36])=[CH:32][CH:33]=4)=[N:21][C:20]=3[CH3:19])[CH:15]=2)[CH:10]=[CH:9]1)([CH3:4])([CH3:2])[CH3:3].